Dataset: Reaction yield outcomes from USPTO patents with 853,638 reactions. Task: Predict the reaction yield, written as a fraction of the theoretical maximum amount of product (1.0 means a 100% yield; for example, 0.34 means a 34% yield). (1) The reactants are [OH:1][C:2]1[CH:10]=[CH:9][C:8]([OH:11])=[CH:7][C:3]=1[C:4]([OH:6])=[O:5].[CH3:12][NH:13][C@H:14]([CH2:16]/[CH:17]=[CH:18]/[C:19]1[CH:20]=[N:21][CH:22]=[C:23]([O:25][CH3:26])[CH:24]=1)[CH3:15].C(OCC)(=O)C. The catalyst is C(O)C. The product is [OH:1][C:2]1[CH:10]=[CH:9][C:8]([OH:11])=[CH:7][C:3]=1[C:4]([OH:6])=[O:5].[CH3:12][NH:13][C@H:14]([CH2:16]/[CH:17]=[CH:18]/[C:19]1[CH:20]=[N:21][CH:22]=[C:23]([O:25][CH3:26])[CH:24]=1)[CH3:15]. The yield is 0.910. (2) The reactants are [B:10]1([B:10]2[O:14][C:13]([CH3:16])([CH3:15])[C:12]([CH3:18])([CH3:17])[O:11]2)[O:14][C:13]([CH3:16])([CH3:15])[C:12]([CH3:18])([CH3:17])[O:11]1.Br[C:20]1[CH:21]=[C:22]([NH:28][C:29]2[CH:34]=[CH:33][N:32]=[C:31]([CH3:35])[N:30]=2)[C:23](=[O:27])[N:24]([CH3:26])[CH:25]=1.CC(C1C=C(C(C)C)C(C2C=CC=CC=2P(C2CCCCC2)C2CCCCC2)=C(C(C)C)C=1)C.C([O-])(=O)C.[K+]. The catalyst is C1C=CC(/C=C/C(/C=C/C2C=CC=CC=2)=O)=CC=1.C1C=CC(/C=C/C(/C=C/C2C=CC=CC=2)=O)=CC=1.C1C=CC(/C=C/C(/C=C/C2C=CC=CC=2)=O)=CC=1.[Pd].[Pd].O1CCOCC1. The product is [CH3:26][N:24]1[CH:25]=[C:20]([B:10]2[O:11][C:12]([CH3:17])([CH3:18])[C:13]([CH3:15])([CH3:16])[O:14]2)[CH:21]=[C:22]([NH:28][C:29]2[CH:34]=[CH:33][N:32]=[C:31]([CH3:35])[N:30]=2)[C:23]1=[O:27]. The yield is 0.840. (3) The reactants are [NH2:1][C:2]1[CH:30]=[CH:29][C:5]2[NH:6][C:7]([C:12]3[C:13](=[O:28])[N:14]([CH2:23][CH2:24][CH:25]([CH3:27])[CH3:26])[C:15]4[C:20]([C:21]=3[OH:22])=[CH:19][CH:18]=[CH:17][N:16]=4)=[N:8][S:9](=[O:11])(=[O:10])[C:4]=2[CH:3]=1.[C:31]1([CH2:37][S:38](Cl)(=[O:40])=[O:39])[CH:36]=[CH:35][CH:34]=[CH:33][CH:32]=1. The catalyst is N1C=CC=CC=1. The product is [OH:22][C:21]1[C:20]2[C:15](=[N:16][CH:17]=[CH:18][CH:19]=2)[N:14]([CH2:23][CH2:24][CH:25]([CH3:27])[CH3:26])[C:13](=[O:28])[C:12]=1[C:7]1[NH:6][C:5]2[CH:29]=[CH:30][C:2]([NH:1][S:38]([CH2:37][C:31]3[CH:36]=[CH:35][CH:34]=[CH:33][CH:32]=3)(=[O:40])=[O:39])=[CH:3][C:4]=2[S:9](=[O:11])(=[O:10])[N:8]=1. The yield is 0.240. (4) The reactants are N12CCCN=C1CCCCC2.[F:12][C:13]([F:35])([F:34])[C:14]([N:16]([CH2:26][C:27]1([CH3:33])[CH2:32][CH2:31][NH:30][CH2:29][CH2:28]1)[C@@H:17]1[CH2:19][C@H:18]1[C:20]1[CH:25]=[CH:24][CH:23]=[CH:22][CH:21]=1)=[O:15].[C:36]1(=[CH:40][C:41]([O:43][C:44]([CH3:47])([CH3:46])[CH3:45])=[O:42])[CH2:39][CH2:38][CH2:37]1. The catalyst is C(#N)C.C(Cl)Cl. The product is [C:44]([O:43][C:41](=[O:42])[CH2:40][C:36]1([N:30]2[CH2:29][CH2:28][C:27]([CH3:33])([CH2:26][N:16]([C@@H:17]3[CH2:19][C@H:18]3[C:20]3[CH:25]=[CH:24][CH:23]=[CH:22][CH:21]=3)[C:14](=[O:15])[C:13]([F:12])([F:34])[F:35])[CH2:32][CH2:31]2)[CH2:39][CH2:38][CH2:37]1)([CH3:47])([CH3:45])[CH3:46]. The yield is 0.670. (5) The reactants are [NH:1]1[C:5]2[CH:6]=[CH:7][CH:8]=[CH:9][C:4]=2[N:3]=[C:2]1[CH2:10][N:11]([CH3:22])[CH:12]1[C:21]2[N:20]=[CH:19][CH:18]=[CH:17][C:16]=2[CH2:15][CH2:14][CH2:13]1.Cl[CH2:24][CH2:25][CH2:26][CH:27]1[CH2:32][CH2:31][CH2:30][CH2:29][N:28]1[C:33]([O:35][C:36]([CH3:39])([CH3:38])[CH3:37])=[O:34].CN(CC1N(CCN2CCCCC2)C2C=CC=CC=2N=1)C1C2N=CC=CC=2CCC1. No catalyst specified. The product is [CH3:22][N:11]([CH2:10][C:2]1[N:3]([CH2:24][CH2:25][CH2:26][CH:27]2[CH2:32][CH2:31][CH2:30][CH2:29][N:28]2[C:33]([O:35][C:36]([CH3:37])([CH3:39])[CH3:38])=[O:34])[C:4]2[CH:9]=[CH:8][CH:7]=[CH:6][C:5]=2[N:1]=1)[CH:12]1[C:21]2[N:20]=[CH:19][CH:18]=[CH:17][C:16]=2[CH2:15][CH2:14][CH2:13]1. The yield is 0.320. (6) The reactants are [Cl-].O[NH3+:3].[C:4](=[O:7])([O-])[OH:5].[Na+].CS(C)=O.[Si]([O:20][C:21]1([CH2:24][O:25][C@H:26]2[CH2:31][CH2:30][C@H:29]([N:32]3[C:37](=[O:38])[C:36]([CH2:39][C:40]4[CH:45]=[CH:44][C:43]([C:46]5[C:47]([C:52]#[N:53])=[CH:48][CH:49]=[CH:50][CH:51]=5)=[CH:42][CH:41]=4)=[C:35]([CH2:54][CH2:55][CH3:56])[N:34]4[N:57]=[C:58]([CH3:60])[N:59]=[C:33]34)[CH2:28][CH2:27]2)[CH2:23][CH2:22]1)(C(C)(C)C)(C)C. The yield is 0.350. The product is [OH:20][C:21]1([CH2:24][O:25][C@H:26]2[CH2:27][CH2:28][C@H:29]([N:32]3[C:37](=[O:38])[C:36]([CH2:39][C:40]4[CH:41]=[CH:42][C:43]([C:46]5[CH:51]=[CH:50][CH:49]=[CH:48][C:47]=5[C:52]5[NH:3][C:4](=[O:7])[O:5][N:53]=5)=[CH:44][CH:45]=4)=[C:35]([CH2:54][CH2:55][CH3:56])[N:34]4[N:57]=[C:58]([CH3:60])[N:59]=[C:33]34)[CH2:30][CH2:31]2)[CH2:23][CH2:22]1. The catalyst is O.C(OCC)(=O)C.